From a dataset of Full USPTO retrosynthesis dataset with 1.9M reactions from patents (1976-2016). Predict the reactants needed to synthesize the given product. (1) Given the product [CH3:18][N:15]1[CH2:16][CH2:17][N:12]([CH2:11][C:4]2[CH:5]=[CH:6][C:7]([N+:8]([O-:10])=[O:9])=[C:2]([NH:19][C:20]3[S:24][C:23]([C:25]([O:27][CH3:28])=[O:26])=[C:22]([O:29][C@@H:30]([C:32]4[CH:37]=[CH:36][CH:35]=[CH:34][C:33]=4[C:38]([F:41])([F:39])[F:40])[CH3:31])[CH:21]=3)[CH:3]=2)[CH2:13][CH2:14]1, predict the reactants needed to synthesize it. The reactants are: Br[C:2]1[CH:3]=[C:4]([CH2:11][N:12]2[CH2:17][CH2:16][N:15]([CH3:18])[CH2:14][CH2:13]2)[CH:5]=[CH:6][C:7]=1[N+:8]([O-:10])=[O:9].[NH2:19][C:20]1[S:24][C:23]([C:25]([O:27][CH3:28])=[O:26])=[C:22]([O:29][C@@H:30]([C:32]2[CH:37]=[CH:36][CH:35]=[CH:34][C:33]=2[C:38]([F:41])([F:40])[F:39])[CH3:31])[CH:21]=1.C([O-])([O-])=O.[Cs+].[Cs+].C. (2) Given the product [CH2:16]([N:10]1[C:9](=[O:23])[C:8]2[C:7]([C:24]#[N:25])=[N:6][C:5]([C:3]([NH:26][C@@H:27]([CH2:28][C:29]3[CH:34]=[CH:33][CH:32]=[CH:31][CH:30]=3)[C:35]([OH:37])=[O:36])=[O:4])=[C:14]([OH:15])[C:13]=2[CH:12]=[CH:11]1)[C:17]1[CH:22]=[CH:21][CH:20]=[CH:19][CH:18]=1, predict the reactants needed to synthesize it. The reactants are: CO[C:3]([C:5]1[N:6]=[C:7]([C:24]#[N:25])[C:8]2[C:9](=[O:23])[N:10]([CH2:16][C:17]3[CH:22]=[CH:21][CH:20]=[CH:19][CH:18]=3)[CH:11]=[CH:12][C:13]=2[C:14]=1[OH:15])=[O:4].[NH2:26][C@H:27]([C:35]([OH:37])=[O:36])[CH2:28][C:29]1[CH:34]=[CH:33][CH:32]=[CH:31][CH:30]=1.C[O-].[Na+].